Dataset: Full USPTO retrosynthesis dataset with 1.9M reactions from patents (1976-2016). Task: Predict the reactants needed to synthesize the given product. (1) Given the product [N:1]1([C:10]([O:12][C:13]([CH3:16])([CH3:15])[CH3:14])=[O:11])[CH:9]2[CH:4]([N:5]([C:24]([O:26][CH2:27][C:28]3[CH:33]=[CH:32][CH:31]=[CH:30][CH:29]=3)=[O:25])[CH2:6][CH2:7][CH2:8]2)[CH2:3][CH2:2]1, predict the reactants needed to synthesize it. The reactants are: [N:1]1([C:10]([O:12][C:13]([CH3:16])([CH3:15])[CH3:14])=[O:11])[CH:9]2[CH:4]([NH:5][CH2:6][CH2:7][CH2:8]2)[CH2:3][CH2:2]1.C(=O)([O-])[O-].[Na+].[Na+].Cl[C:24]([O:26][CH2:27][C:28]1[CH:33]=[CH:32][CH:31]=[CH:30][CH:29]=1)=[O:25]. (2) Given the product [CH3:56][CH2:55][CH2:54][C@H:53]([NH:57][C@H:58]([C:60]([N:30]1[C@@H:29]([C:27]([O:26][CH2:19][C:20]2[CH:21]=[CH:22][CH:23]=[CH:24][CH:25]=2)=[O:28])[CH2:37][C@H:36]2[C@@H:31]1[CH2:32][CH2:33][CH2:34][CH2:35]2)=[O:61])[CH3:59])[C:48]([O:50][CH2:51][CH3:52])=[O:49], predict the reactants needed to synthesize it. The reactants are: C(N(CC)CC)C.C1(C)C=CC(S(O)(=O)=O)=CC=1.[CH2:19]([O:26][C:27]([C@@H:29]1[CH2:37][C@H:36]2[C@H:31]([CH2:32][CH2:33][CH2:34][CH2:35]2)[NH:30]1)=[O:28])[C:20]1[CH:25]=[CH:24][CH:23]=[CH:22][CH:21]=1.ON1C2C=CC=CC=2N=N1.[C:48]([C@@H:53]([NH:57][C@H:58]([C:60](O)=[O:61])[CH3:59])[CH2:54][CH2:55][CH3:56])([O:50][CH2:51][CH3:52])=[O:49].C1(N=C=NC2CCCCC2)CCCCC1.C1(NC(=O)NC2CCCCC2)CCCCC1. (3) Given the product [Cl:29][C:30]1[CH:31]=[CH:32][C:33]([OH:39])=[C:34]([CH:38]=1)[C:35]([NH:1][C:2]1[CH:16]=[CH:15][CH:14]=[CH:13][C:3]=1[C:4]([NH:6][CH2:7][CH2:8][CH2:9][C:10]([OH:12])=[O:11])=[O:5])=[O:36], predict the reactants needed to synthesize it. The reactants are: [NH2:1][C:2]1[CH:16]=[CH:15][CH:14]=[CH:13][C:3]=1[C:4]([NH:6][CH2:7][CH2:8][CH2:9][C:10]([OH:12])=[O:11])=[O:5].C[Si](Cl)(C)C.C(N(CC)CC)C.[Cl:29][C:30]1[CH:31]=[CH:32][C:33]([OH:39])=[C:34]([CH:38]=1)[C:35](Cl)=[O:36].[OH-].[Na+].Cl. (4) Given the product [CH3:2][O:3][C:4]1[C:12]2[O:11][C:10]([CH3:14])([CH3:13])[CH2:9][C:8]=2[C:7]([C:15]2[C:16]([CH3:28])([CH3:27])[C:17](=[O:26])[N:18]([CH:20]3[CH2:25][CH2:24][N:23]([S:39]([C:37]4[CH:36]=[CH:35][CH:34]=[C:33]5[C:38]=4[N:29]=[CH:30][CH:31]=[CH:32]5)(=[O:40])=[O:41])[CH2:22][CH2:21]3)[N:19]=2)=[CH:6][CH:5]=1, predict the reactants needed to synthesize it. The reactants are: Cl.[CH3:2][O:3][C:4]1[C:12]2[O:11][C:10]([CH3:14])([CH3:13])[CH2:9][C:8]=2[C:7]([C:15]2[C:16]([CH3:28])([CH3:27])[C:17](=[O:26])[N:18]([CH:20]3[CH2:25][CH2:24][NH:23][CH2:22][CH2:21]3)[N:19]=2)=[CH:6][CH:5]=1.[N:29]1[C:38]2[C:33](=[CH:34][CH:35]=[CH:36][C:37]=2[S:39](Cl)(=[O:41])=[O:40])[CH:32]=[CH:31][CH:30]=1. (5) Given the product [N:11]1[CH:16]=[CH:15][CH:14]=[CH:13][C:12]=1[C:17]1[N:18]=[C:7]([OH:9])[C:6]2[CH:5]=[CH:4][S:3][C:2]=2[N:1]=1, predict the reactants needed to synthesize it. The reactants are: [NH2:1][C:2]1[S:3][CH:4]=[CH:5][C:6]=1[C:7]([O:9]C)=O.[N:11]1[CH:16]=[CH:15][CH:14]=[CH:13][C:12]=1[C:17]#[N:18].CC(C)([O-])C.[K+].